Predict which catalyst facilitates the given reaction. From a dataset of Catalyst prediction with 721,799 reactions and 888 catalyst types from USPTO. (1) Reactant: [Cl:1][C:2]1[C:7]([Cl:8])=[C:6]([S:9](=[O:19])(=[O:18])[NH:10][C@@H:11]([CH2:16][CH3:17])[C:12]([F:15])([F:14])[F:13])[CH:5]=[CH:4][C:3]=1[C:20]1[S:24][C:23]([C:25]([NH:27][NH:28][C:29](=O)[CH2:30][C:31]([CH3:37])([CH3:36])[C:32]([O:34][CH3:35])=[O:33])=[O:26])=[N:22][C:21]=1[CH2:39][C:40]([O:43][CH3:44])([CH3:42])[CH3:41].S(Cl)(C1C=CC(C)=CC=1)(=O)=O.O. Product: [Cl:1][C:2]1[C:7]([Cl:8])=[C:6]([S:9](=[O:19])(=[O:18])[NH:10][C@@H:11]([CH2:16][CH3:17])[C:12]([F:14])([F:15])[F:13])[CH:5]=[CH:4][C:3]=1[C:20]1[S:24][C:23]([C:25]2[O:26][C:29]([CH2:30][C:31]([CH3:37])([CH3:36])[C:32]([O:34][CH3:35])=[O:33])=[N:28][N:27]=2)=[N:22][C:21]=1[CH2:39][C:40]([O:43][CH3:44])([CH3:42])[CH3:41]. The catalyst class is: 2. (2) Reactant: [CH2:1]([O:8][C:9]1[CH:14]=[C:13]([O:15][CH2:16][C:17]2[CH:22]=[CH:21][CH:20]=[CH:19][CH:18]=2)[C:12]([C:23]([CH3:25])=[CH2:24])=[CH:11][C:10]=1[C:26]([N:28]1[CH2:36][C:35]2[C:30](=[C:31]([CH3:38])[CH:32]=[C:33]([OH:37])[CH:34]=2)[CH2:29]1)=[O:27])[C:2]1[CH:7]=[CH:6][CH:5]=[CH:4][CH:3]=1.[C:39](=O)([O-:41])[O-:40].[K+].[K+].Cl.[CH3:46][N:47]([CH3:51])[CH2:48][CH2:49]Cl. Product: [CH2:1]([O:8][C:9]1[CH:14]=[C:13]([O:15][CH2:16][C:17]2[CH:18]=[CH:19][CH:20]=[CH:21][CH:22]=2)[C:12]([C:23]([CH3:25])=[CH2:24])=[CH:11][C:10]=1[C:26]([N:28]1[CH2:36][C:35]2[C:30](=[C:31]([CH3:38])[CH:32]=[C:33]([O:37][CH2:49][CH2:48][N:47]([CH3:51])[CH3:46])[CH:34]=2)[CH2:29]1)=[O:27])[C:2]1[CH:3]=[CH:4][CH:5]=[CH:6][CH:7]=1.[CH:39]([O-:41])=[O:40]. The catalyst class is: 3. (3) Reactant: Cl[C:2]1[C:7]([CH2:8][CH2:9][OH:10])=[C:6]([Cl:11])[N:5]=[C:4]([N:12]2[CH2:17][CH2:16][O:15][CH2:14][CH2:13]2)[N:3]=1.[NH2:18][C:19]1([CH3:31])[CH2:23][CH2:22][N:21]([C:24]([O:26][C:27]([CH3:30])([CH3:29])[CH3:28])=[O:25])[CH2:20]1.CCN(C(C)C)C(C)C. Product: [Cl:11][C:6]1[N:5]=[C:4]([N:12]2[CH2:17][CH2:16][O:15][CH2:14][CH2:13]2)[N:3]=[C:2]([NH:18][C:19]2([CH3:31])[CH2:23][CH2:22][N:21]([C:24]([O:26][C:27]([CH3:30])([CH3:29])[CH3:28])=[O:25])[CH2:20]2)[C:7]=1[CH2:8][CH2:9][OH:10]. The catalyst class is: 296.